Dataset: Forward reaction prediction with 1.9M reactions from USPTO patents (1976-2016). Task: Predict the product of the given reaction. (1) The product is: [Cl:29][C:26]1[CH:25]=[CH:24][C:23]([C:10]2([CH2:9][NH:8][C:1](=[O:3])[CH3:2])[CH2:11][CH2:12][N:13]([C:16]([O:18][C:19]([CH3:22])([CH3:21])[CH3:20])=[O:17])[CH2:14][CH2:15]2)=[CH:28][CH:27]=1. Given the reactants [C:1](OC(=O)C)(=[O:3])[CH3:2].[NH2:8][CH2:9][C:10]1([C:23]2[CH:28]=[CH:27][C:26]([Cl:29])=[CH:25][CH:24]=2)[CH2:15][CH2:14][N:13]([C:16]([O:18][C:19]([CH3:22])([CH3:21])[CH3:20])=[O:17])[CH2:12][CH2:11]1.CCN(C(C)C)C(C)C, predict the reaction product. (2) Given the reactants [NH2:1][C:2]1[CH:7]=[C:6]([C:8]([O:10][CH3:11])=[O:9])[CH:5]=[CH:4][N:3]=1.N1C=CC=CC=1.Cl[C:19]([O:21][C:22]1[CH:27]=[CH:26][C:25]([N+:28]([O-:30])=[O:29])=[CH:24][CH:23]=1)=[O:20], predict the reaction product. The product is: [N+:28]([C:25]1[CH:26]=[CH:27][C:22]([O:21][C:19]([NH:1][C:2]2[CH:7]=[C:6]([CH:5]=[CH:4][N:3]=2)[C:8]([O:10][CH3:11])=[O:9])=[O:20])=[CH:23][CH:24]=1)([O-:30])=[O:29]. (3) Given the reactants [N:1]1[CH:6]=[CH:5][C:4]([CH:7]=O)=[CH:3][CH:2]=1.N1C=CC=CC=1.[CH3:15][C:16]([CH3:22])([C:19](=[O:21])[CH3:20])[C:17]#[N:18].C(NCC)C, predict the reaction product. The product is: [CH3:15][C:16]([CH3:22])([C:19](=[O:21])[CH:20]=[CH:7][C:4]1[CH:3]=[CH:2][N:1]=[CH:6][CH:5]=1)[C:17]#[N:18]. (4) Given the reactants [C:1]([O:5][C:6](=[O:18])[NH:7][C:8]1([C:14]([NH2:17])=[N:15][OH:16])[CH2:13][CH2:12][O:11][CH2:10][CH2:9]1)([CH3:4])([CH3:3])[CH3:2].[CH3:19][O:20][C:21]([C:23]#[C:24][C:25]([O:27][CH3:28])=[O:26])=[O:22], predict the reaction product. The product is: [CH3:19][O:20][C:21](=[O:22])[C:23]([O:16][N:15]=[C:14]([NH2:17])[C:8]1([NH:7][C:6]([O:5][C:1]([CH3:4])([CH3:2])[CH3:3])=[O:18])[CH2:9][CH2:10][O:11][CH2:12][CH2:13]1)=[CH:24][C:25]([O:27][CH3:28])=[O:26]. (5) Given the reactants [OH:1][CH2:2][C:3]([O:5][CH3:6])=[O:4].[H-].[Na+].[Br:9][C:10]1[CH:15]=[CH:14][CH:13]=[C:12]([CH2:16]Br)[CH:11]=1, predict the reaction product. The product is: [Br:9][C:10]1[CH:11]=[C:12]([CH:13]=[CH:14][CH:15]=1)[CH2:16][O:1][CH2:2][C:3]([O:5][CH3:6])=[O:4].